From a dataset of Retrosynthesis with 50K atom-mapped reactions and 10 reaction types from USPTO. Predict the reactants needed to synthesize the given product. (1) Given the product COC(=O)c1cc(Br)cc(-c2ccc(C)cn2)c1, predict the reactants needed to synthesize it. The reactants are: CCCC[Sn](CCCC)(CCCC)c1ccc(C)cn1.COC(=O)c1cc(Br)cc(I)c1. (2) Given the product O=c1c(Cl)c(Oc2ccccc2)cnn1C1CCCCO1, predict the reactants needed to synthesize it. The reactants are: O=c1c(Cl)c(Cl)cnn1C1CCCCO1.Oc1ccccc1. (3) Given the product Cc1nnc(CNC(=O)c2cn(C3CCCC3)c(C)c(-c3cccc(C(F)F)c3)c2=O)o1, predict the reactants needed to synthesize it. The reactants are: Cc1c(-c2cccc(C(F)F)c2)c(=O)c(C(=O)O)cn1C1CCCC1.Cc1nnc(CN)o1.